Predict the reaction yield, written as a fraction of the theoretical maximum amount of product (1.0 means a 100% yield; for example, 0.34 means a 34% yield). From a dataset of Reaction yield outcomes from USPTO patents with 853,638 reactions. (1) The reactants are [CH2:1]([O:8][N:9]1[C:15](=[O:16])[N:14]2[CH2:17][C@H:10]1[CH2:11][CH2:12][C@H:13]2[C:18]([NH:20][NH:21][C:22]([N:24]1[CH2:29][CH2:28][N:27]([C:30]([O:32][C:33]([CH3:36])([CH3:35])[CH3:34])=[O:31])[CH2:26][CH2:25]1)=[O:23])=O)[C:2]1[CH:7]=[CH:6][CH:5]=[CH:4][CH:3]=1.N1C=CC=CC=1.O(S(C(F)(F)F)(=O)=O)S(C(F)(F)F)(=O)=O.C([O-])(O)=O.[Na+]. The catalyst is C(Cl)Cl. The product is [CH2:1]([O:8][N:9]1[C:15](=[O:16])[N:14]2[CH2:17][C@H:10]1[CH2:11][CH2:12][C@H:13]2[C:18]1[O:23][C:22]([N:24]2[CH2:29][CH2:28][N:27]([C:30]([O:32][C:33]([CH3:35])([CH3:36])[CH3:34])=[O:31])[CH2:26][CH2:25]2)=[N:21][N:20]=1)[C:2]1[CH:3]=[CH:4][CH:5]=[CH:6][CH:7]=1. The yield is 0.830. (2) The reactants are [CH:1]1[CH:6]=[N:5][C:4](Cl)=[C:3]([CH:8]=O)[CH:2]=1.O.C1(C)C=CC(S(O)(=O)=O)=CC=1.O.[NH2:23][NH2:24].C(=O)(O)[O-].[Na+]. No catalyst specified. The product is [NH:23]1[C:4]2=[N:5][CH:6]=[CH:1][CH:2]=[C:3]2[CH:8]=[N:24]1. The yield is 0.620. (3) The reactants are [Br:1][C:2]1[CH:10]=[CH:9][C:5]([C:6]([OH:8])=O)=[C:4]([N:11]2[CH2:16][CH2:15][O:14][CH2:13][CH2:12]2)[CH:3]=1.C[N:18]1[CH2:23][CH2:22][O:21][CH2:20][CH2:19]1.CN(C(ON1N=NC2C=CC=NC1=2)=[N+](C)C)C.F[P-](F)(F)(F)(F)F.N1CCOCC1. The catalyst is CN(C=O)C.CCOC(C)=O. The product is [Br:1][C:2]1[CH:10]=[CH:9][C:5]([C:6]([N:18]2[CH2:23][CH2:22][O:21][CH2:20][CH2:19]2)=[O:8])=[C:4]([N:11]2[CH2:16][CH2:15][O:14][CH2:13][CH2:12]2)[CH:3]=1. The yield is 0.860. (4) The reactants are [Si:1]([O:8][CH2:9][C@@H:10]1[C@@H:14]([OH:15])[CH2:13][C@H:12]([N:16]2[CH:24]=[N:23][C:22]3[C:17]2=[N:18][CH:19]=[N:20][C:21]=3[CH2:25][CH2:26][C:27]2[CH:32]=[CH:31][CH:30]=[CH:29][CH:28]=2)[O:11]1)([C:4]([CH3:7])([CH3:6])[CH3:5])([CH3:3])[CH3:2].[H-].[Na+].[CH3:35]I. The catalyst is C1COCC1. The product is [Si:1]([O:8][CH2:9][C@H:10]1[O:11][C@@H:12]([N:16]2[CH:24]=[N:23][C:22]3[C:17]2=[N:18][CH:19]=[N:20][C:21]=3[CH2:25][CH2:26][C:27]2[CH:28]=[CH:29][CH:30]=[CH:31][CH:32]=2)[CH2:13][C@@H:14]1[O:15][CH3:35])([C:4]([CH3:6])([CH3:7])[CH3:5])([CH3:2])[CH3:3]. The yield is 0.650. (5) The reactants are Br[C:2]1[CH:7]=[CH:6][C:5]([CH3:8])=[CH:4][N:3]=1.[C:9]1(B(O)O)[CH:14]=[CH:13][CH:12]=[CH:11][CH:10]=1.O.[O-]P([O-])([O-])=O.[K+].[K+].[K+].C1(C)C=CC=CC=1. The catalyst is C1C=CC(/C=C/C(/C=C/C2C=CC=CC=2)=O)=CC=1.C1C=CC(/C=C/C(/C=C/C2C=CC=CC=2)=O)=CC=1.C1C=CC(/C=C/C(/C=C/C2C=CC=CC=2)=O)=CC=1.[Pd].[Pd].C1(P(C2CCCCC2)C2C=CC=CC=2C2C(OC)=CC=CC=2OC)CCCCC1.O. The product is [CH3:8][C:5]1[CH:6]=[CH:7][C:2]([C:9]2[CH:14]=[CH:13][CH:12]=[CH:11][CH:10]=2)=[N:3][CH:4]=1. The yield is 0.880. (6) The reactants are [CH2:1]([N:5]([CH2:35][CH2:36][CH2:37][CH3:38])[C:6]([C:8]1[CH:12]=[C:11]([CH3:13])[N:10]([C:14]2[CH:19]=[C:18]([OH:20])[CH:17]=[CH:16][C:15]=2[C:21]([N:23]2[C@H:32]([CH2:33][OH:34])[CH2:31][C:30]3[C:25](=[CH:26][CH:27]=[CH:28][CH:29]=3)[CH2:24]2)=[O:22])[N:9]=1)=[O:7])[CH2:2][CH2:3][CH3:4].CC(C)([O-])C.[K+].I[CH2:46][C:47]([O:49][CH2:50][CH3:51])=[O:48].Cl. The catalyst is O1CCCC1.C(OCC)(=O)C. The product is [CH2:50]([O:49][C:47](=[O:48])[CH2:46][O:20][C:18]1[CH:17]=[CH:16][C:15]([C:21]([N:23]2[C@H:32]([CH2:33][OH:34])[CH2:31][C:30]3[C:25](=[CH:26][CH:27]=[CH:28][CH:29]=3)[CH2:24]2)=[O:22])=[C:14]([N:10]2[C:11]([CH3:13])=[CH:12][C:8]([C:6](=[O:7])[N:5]([CH2:1][CH2:2][CH2:3][CH3:4])[CH2:35][CH2:36][CH2:37][CH3:38])=[N:9]2)[CH:19]=1)[CH3:51]. The yield is 0.860. (7) The reactants are Cl[C:2]1[CH:7]=[C:6]([C:8]2[CH:13]=[C:12]([Cl:14])[CH:11]=[CH:10][C:9]=2[O:15][CH2:16][CH3:17])[N:5]=[C:4]([NH2:18])[N:3]=1.[N+:19]([C:22]1[CH:28]=[CH:27][C:25]([NH2:26])=[CH:24][CH:23]=1)([O-:21])=[O:20]. No catalyst specified. The product is [Cl:14][C:12]1[CH:11]=[CH:10][C:9]([O:15][CH2:16][CH3:17])=[C:8]([C:6]2[N:5]=[C:4]([NH2:18])[N:3]=[C:2]([NH:26][C:25]3[CH:27]=[CH:28][C:22]([N+:19]([O-:21])=[O:20])=[CH:23][CH:24]=3)[CH:7]=2)[CH:13]=1. The yield is 0.840.